Dataset: Catalyst prediction with 721,799 reactions and 888 catalyst types from USPTO. Task: Predict which catalyst facilitates the given reaction. Reactant: [F:1][C:2]1[CH:3]=[C:4]([CH:7]=[CH:8][C:9]=1[OH:10])[CH:5]=[O:6].[Cl:11][C:12]1[CH:13]=[C:14]([CH:17]=[CH:18][C:19]=1[Cl:20])[CH2:15]O.C1(P(C2C=CC=CC=2)C2C=CC=CC=2)C=CC=CC=1.C1(C)C=CC=CC=1.N(C(OCC)=O)=NC(OCC)=O. Product: [Cl:11][C:12]1[CH:13]=[C:14]([CH:17]=[CH:18][C:19]=1[Cl:20])[CH2:15][O:10][C:9]1[CH:8]=[CH:7][C:4]([CH:5]=[O:6])=[CH:3][C:2]=1[F:1]. The catalyst class is: 7.